From a dataset of Reaction yield outcomes from USPTO patents with 853,638 reactions. Predict the reaction yield, written as a fraction of the theoretical maximum amount of product (1.0 means a 100% yield; for example, 0.34 means a 34% yield). (1) The reactants are [Br:1][C:2]1[C:6]2[CH:7]=[C:8]([O:11][CH3:12])[CH:9]=[CH:10][C:5]=2[O:4][C:3]=1[CH:13]([NH:20][C:21]1[CH:26]=[CH:25][C:24]([C:27]([NH:29][CH2:30][CH2:31][C:32]([O:34]CC)=[O:33])=[O:28])=[CH:23][CH:22]=1)[CH:14]1[CH2:19][CH2:18][CH2:17][CH2:16][CH2:15]1.O1CCCC1.[OH-].[Na+]. The catalyst is C(O)C. The product is [Br:1][C:2]1[C:6]2[CH:7]=[C:8]([O:11][CH3:12])[CH:9]=[CH:10][C:5]=2[O:4][C:3]=1[CH:13]([NH:20][C:21]1[CH:22]=[CH:23][C:24]([C:27]([NH:29][CH2:30][CH2:31][C:32]([OH:34])=[O:33])=[O:28])=[CH:25][CH:26]=1)[CH:14]1[CH2:19][CH2:18][CH2:17][CH2:16][CH2:15]1. The yield is 0.910. (2) The reactants are [O:1]=[C:2]1[C:7]([CH2:8][C:9]2[CH:14]=[CH:13][C:12]([C:15]3[C:16]([C:21]#[N:22])=[CH:17][CH:18]=[CH:19][CH:20]=3)=[CH:11][CH:10]=2)=[C:6]([CH2:23][CH2:24][CH3:25])[N:5]2[N:26]=[CH:27][N:28]=[C:4]2[N:3]1[CH:29]1[CH2:34][CH2:33][CH:32]([O:35][CH2:36][C:37](=[O:39])[CH3:38])[CH2:31][CH2:30]1.[CH3:40][Mg]Br.[Cl-].[NH4+]. The catalyst is O1CCCC1. The product is [OH:39][C:37]([CH3:40])([CH3:38])[CH2:36][O:35][CH:32]1[CH2:31][CH2:30][CH:29]([N:3]2[C:2](=[O:1])[C:7]([CH2:8][C:9]3[CH:14]=[CH:13][C:12]([C:15]4[C:16]([C:21]#[N:22])=[CH:17][CH:18]=[CH:19][CH:20]=4)=[CH:11][CH:10]=3)=[C:6]([CH2:23][CH2:24][CH3:25])[N:5]3[N:26]=[CH:27][N:28]=[C:4]23)[CH2:34][CH2:33]1. The yield is 0.780. (3) The reactants are C(Cl)(=O)C(Cl)=O.CS(C)=O.[Br:11][C:12]1[CH:25]=[CH:24][C:23]2[O:22][CH:21]3[CH:16]([CH2:17][N:18]([CH2:26][C:27]4[CH:32]=[CH:31][C:30]([O:33][CH3:34])=[CH:29][CH:28]=4)[CH2:19][CH2:20]3)[CH:15]([OH:35])[C:14]=2[CH:13]=1.CCN(CC)CC. The catalyst is C(Cl)Cl.C1COCC1. The product is [Br:11][C:12]1[CH:25]=[CH:24][C:23]2[O:22][C@@H:21]3[CH:16]([CH2:17][N:18]([CH2:26][C:27]4[CH:32]=[CH:31][C:30]([O:33][CH3:34])=[CH:29][CH:28]=4)[CH2:19][CH2:20]3)[C:15](=[O:35])[C:14]=2[CH:13]=1. The yield is 1.00. (4) The yield is 0.730. The product is [CH2:15]([C:2]1([OH:1])[CH2:3][CH2:4][N:5]([C:8]([O:10][C:11]([CH3:14])([CH3:13])[CH3:12])=[O:9])[CH2:6][CH2:7]1)[CH3:16]. The reactants are [O:1]=[C:2]1[CH2:7][CH2:6][N:5]([C:8]([O:10][C:11]([CH3:14])([CH3:13])[CH3:12])=[O:9])[CH2:4][CH2:3]1.[CH2:15]([Mg]Br)[CH3:16].[Cl-].[NH4+]. The catalyst is O1CCCC1.